From a dataset of Catalyst prediction with 721,799 reactions and 888 catalyst types from USPTO. Predict which catalyst facilitates the given reaction. (1) Reactant: [NH2:1][CH2:2][CH2:3][O:4][C:5]1[CH:14]=[C:13]([C:15]([O:17][CH3:18])=[O:16])[CH:12]=[CH:11][C:6]=1[C:7](OC)=[O:8].CCN(CC)CC. Product: [O:8]=[C:7]1[C:6]2[CH:11]=[CH:12][C:13]([C:15]([O:17][CH3:18])=[O:16])=[CH:14][C:5]=2[O:4][CH2:3][CH2:2][NH:1]1. The catalyst class is: 11. (2) Reactant: [CH3:1][N:2]1[C:6]2[CH:7]=[CH:8][CH:9]=[C:10]3[C@@H:11]4[C@@H:16]([CH2:17][C:4]([C:5]=23)=[CH:3]1)[N:15]([CH3:18])[CH2:14][C@H:13]([CH2:19][NH:20]C(OCC1C=CC=CC=1)=O)[CH2:12]4.[H][H]. Product: [CH3:1][N:2]1[C:6]2[C:5]3[C:4]([CH2:17][C@@H:16]4[C@@H:11]([C:10]=3[CH:9]=[CH:8][CH:7]=2)[CH2:12][C@@H:13]([CH2:19][NH2:20])[CH2:14][N:15]4[CH3:18])=[CH:3]1. The catalyst class is: 19.